From a dataset of Catalyst prediction with 721,799 reactions and 888 catalyst types from USPTO. Predict which catalyst facilitates the given reaction. Reactant: [NH2:1][C:2]1[C:3]([CH3:38])=[C:4]([CH:35]=[CH:36][CH:37]=1)[O:5][C:6]1[C:7]([C:23]([NH:25][CH2:26][C:27]2[CH:32]=[CH:31][C:30]([O:33][CH3:34])=[CH:29][CH:28]=2)=[O:24])=[C:8]([NH:14][C:15]2[CH:20]=[CH:19][C:18]([I:21])=[CH:17][C:16]=2[F:22])[N:9]([CH3:13])[C:10](=[O:12])[CH:11]=1.[CH:39]1([C:42](Cl)=[O:43])[CH2:41][CH2:40]1. Product: [CH:39]1([C:42]([NH:1][C:2]2[C:3]([CH3:38])=[C:4]([CH:35]=[CH:36][CH:37]=2)[O:5][C:6]2[C:7]([C:23]([NH:25][CH2:26][C:27]3[CH:28]=[CH:29][C:30]([O:33][CH3:34])=[CH:31][CH:32]=3)=[O:24])=[C:8]([NH:14][C:15]3[CH:20]=[CH:19][C:18]([I:21])=[CH:17][C:16]=3[F:22])[N:9]([CH3:13])[C:10](=[O:12])[CH:11]=2)=[O:43])[CH2:41][CH2:40]1. The catalyst class is: 272.